This data is from Full USPTO retrosynthesis dataset with 1.9M reactions from patents (1976-2016). The task is: Predict the reactants needed to synthesize the given product. (1) Given the product [Cl:20][C:17]1[CH:18]=[CH:19][C:14]([NH:13][S:10]([C:7]2[CH:6]=[CH:5][C:4]([C:1]3([CH3:2])[O:32][CH2:31][CH2:30][O:3]3)=[CH:9][CH:8]=2)(=[O:11])=[O:12])=[C:15]([C:21]([C:22]2[CH:23]=[CH:24][N:25]=[CH:26][CH:27]=2)=[O:28])[CH:16]=1, predict the reactants needed to synthesize it. The reactants are: [C:1]([C:4]1[CH:9]=[CH:8][C:7]([S:10]([NH:13][C:14]2[CH:19]=[CH:18][C:17]([Cl:20])=[CH:16][C:15]=2[CH:21]([OH:28])[C:22]2[CH:27]=[CH:26][N:25]=[CH:24][CH:23]=2)(=[O:12])=[O:11])=[CH:6][CH:5]=1)(=[O:3])[CH3:2].C1C[O:32][CH2:31][CH2:30]1.CC(O)=O.B(F)(F)F. (2) Given the product [Cl:19][C:20]1[CH:21]=[C:22]2[C:27](=[CH:28][CH:29]=1)[CH:26]=[C:25]([S:30]([CH2:33][CH2:34][N:4]([CH3:3])[C:5]([CH:7]1[CH2:8][CH2:9][N:10]([C:13]3[CH:18]=[CH:17][N:16]=[CH:15][CH:14]=3)[CH2:11][CH2:12]1)=[O:6])(=[O:32])=[O:31])[CH:24]=[CH:23]2, predict the reactants needed to synthesize it. The reactants are: [H-].[Na+].[CH3:3][NH:4][C:5]([CH:7]1[CH2:12][CH2:11][N:10]([C:13]2[CH:18]=[CH:17][N:16]=[CH:15][CH:14]=2)[CH2:9][CH2:8]1)=[O:6].[Cl:19][C:20]1[CH:21]=[C:22]2[C:27](=[CH:28][CH:29]=1)[CH:26]=[C:25]([S:30]([CH2:33][CH2:34]Cl)(=[O:32])=[O:31])[CH:24]=[CH:23]2. (3) Given the product [CH3:32][S:33]([O:22][CH:8]([C:5]1[CH:6]=[CH:7][C:2]([F:1])=[CH:3][CH:4]=1)[CH:9]([C:10]1[CH:11]=[N:12][CH:13]=[CH:14][CH:15]=1)[C:16]1[CH:17]=[N:18][CH:19]=[CH:20][CH:21]=1)(=[O:35])=[O:34], predict the reactants needed to synthesize it. The reactants are: [F:1][C:2]1[CH:7]=[CH:6][C:5]([CH:8]([OH:22])[CH:9]([C:16]2[CH:17]=[N:18][CH:19]=[CH:20][CH:21]=2)[C:10]2[CH:11]=[N:12][CH:13]=[CH:14][CH:15]=2)=[CH:4][CH:3]=1.CCN(C(C)C)C(C)C.[CH3:32][S:33](Cl)(=[O:35])=[O:34]. (4) Given the product [CH3:68][C:57]1[C:58]([C:61]2[CH:66]=[C:65]([CH3:67])[CH:64]=[CH:63][N:62]=2)=[N:59][C:60]2[C:55]([C:56]=1[NH:69][C:70]1[CH:75]=[CH:74][CH:73]=[C:72]([N:76]3[CH2:77][CH2:78][O:79][CH2:80][CH2:81]3)[N:71]=1)=[CH:54][CH:53]=[CH:52][C:51]=2[C:48]#[N:49], predict the reactants needed to synthesize it. The reactants are: C1(P(C2CCCCC2)C2C=CC=CC=2C2C(C(C)C)=CC(C(C)C)=CC=2C(C)C)CCCCC1.C([Sn]([C:48]#[N:49])(CCCC)CCCC)CCC.Cl[C:51]1[CH:52]=[CH:53][CH:54]=[C:55]2[C:60]=1[N:59]=[C:58]([C:61]1[CH:66]=[C:65]([CH3:67])[CH:64]=[CH:63][N:62]=1)[C:57]([CH3:68])=[C:56]2[NH:69][C:70]1[CH:75]=[CH:74][CH:73]=[C:72]([N:76]2[CH2:81][CH2:80][O:79][CH2:78][CH2:77]2)[N:71]=1.CC([O-])(C)C.[Na+]. (5) Given the product [Br:1][C:2]1[CH:11]=[CH:10][C:5]2[N:6]=[C:7]([SH:14])[S:8][C:4]=2[CH:3]=1, predict the reactants needed to synthesize it. The reactants are: [Br:1][C:2]1[CH:11]=[CH:10][C:5]2[N:6]=[C:7](Cl)[S:8][C:4]=2[CH:3]=1.NC(N)=[S:14]. (6) Given the product [CH2:2]([C:17]1[CH:22]=[CH:21][CH:20]=[C:19]([O:23][C:25]2[CH:30]=[CH:29][CH:28]=[CH:27][CH:26]=2)[CH:18]=1)[CH2:3][CH2:4][CH2:5][CH2:6][CH2:7][CH2:8][CH2:9][CH2:10][CH2:11][CH2:12][CH2:13][CH2:14][CH2:15][CH3:16], predict the reactants needed to synthesize it. The reactants are: [K].[CH2:2]([C:17]1[CH:18]=[C:19]([OH:23])[CH:20]=[CH:21][CH:22]=1)[CH2:3][CH2:4][CH2:5][CH2:6][CH2:7][CH2:8][CH2:9][CH2:10][CH2:11][CH2:12][CH2:13][CH2:14][CH2:15][CH3:16].Br[C:25]1[CH:30]=[CH:29][CH:28]=[CH:27][CH:26]=1.CN(C)C(=O)C. (7) Given the product [Cl:1][C:2]1[N:3]=[CH:4][C:5]([C:6]([NH:11][C:12]2[CH:25]=[CH:24][C:15]([C:16](=[O:17])[C:18]3[CH:23]=[CH:22][CH:21]=[CH:20][CH:19]=3)=[CH:14][C:13]=2[N+:26]([O-:28])=[O:27])=[O:7])=[CH:9][CH:10]=1, predict the reactants needed to synthesize it. The reactants are: [Cl:1][C:2]1[CH:10]=[CH:9][C:5]([C:6](Cl)=[O:7])=[CH:4][N:3]=1.[NH2:11][C:12]1[CH:25]=[CH:24][C:15]([C:16]([C:18]2[CH:23]=[CH:22][CH:21]=[CH:20][CH:19]=2)=[O:17])=[CH:14][C:13]=1[N+:26]([O-:28])=[O:27]. (8) Given the product [Br-:41].[CH3:2][N+:3]1[CH:7]=[CH:6][N:5]([CH2:8][CH2:9][CH2:10][CH2:11][CH2:12][CH2:13][CH2:14][CH3:15])[CH:4]=1, predict the reactants needed to synthesize it. The reactants are: [Cl-].[CH3:2][N+:3]1[CH:7]=[CH:6][N:5]([CH2:8][CH2:9][CH2:10][CH2:11][CH2:12][CH2:13][CH2:14][CH3:15])[CH:4]=1.Cl.CN.Cl.CN(C)C.Cl.CN(C)C(=N)N(C)C.[Cl-].C[N+]1C=CC=CC=1.[Br-:41].C([N+]1C=CC(C)=CC=1)CCC.[Cl-].C([N+]1C=CC(C)=CC=1)CCC. (9) Given the product [CH:1]1([N:6]2[C:11]3[N:12]=[C:13]([S:16][CH3:17])[N:14]=[CH:15][C:10]=3[C:9]([CH3:18])=[C:8]([I:33])[C:7]2=[O:19])[CH2:2][CH2:3][CH2:4][CH2:5]1, predict the reactants needed to synthesize it. The reactants are: [CH:1]1([N:6]2[C:11]3[N:12]=[C:13]([S:16][CH3:17])[N:14]=[CH:15][C:10]=3[C:9]([CH3:18])=[CH:8][C:7]2=[O:19])[CH2:5][CH2:4][CH2:3][CH2:2]1.II.FC(F)(F)C(OC1C(OC(=O)C(F)(F)F)=C([I:33])C=CC=1)=O.S([O-])([O-])(=O)=S.[Na+].[Na+].